Dataset: Full USPTO retrosynthesis dataset with 1.9M reactions from patents (1976-2016). Task: Predict the reactants needed to synthesize the given product. (1) Given the product [F:1][C:2]1[C:3]([O:23][CH3:24])=[CH:4][CH:5]=[C:6]2[C:10]=1[C:9](=[O:11])[N:8]([CH2:12][C@H:13]1[CH2:14][CH2:15][C@H:16]([C:19]([OH:21])=[O:20])[CH2:17][CH2:18]1)[CH2:7]2, predict the reactants needed to synthesize it. The reactants are: [F:1][C:2]1[C:3]([O:23][CH3:24])=[CH:4][CH:5]=[C:6]2[C:10]=1[C:9](=[O:11])[N:8]([CH2:12][C@H:13]1[CH2:18][CH2:17][C@H:16]([C:19]([O:21]C)=[O:20])[CH2:15][CH2:14]1)[CH2:7]2.[OH-].[Na+]. (2) Given the product [F:1][C:2]1[CH:9]=[C:8]([O:10][CH3:11])[C:7]([N+:17]([O-:19])=[O:18])=[CH:6][C:3]=1[CH:4]=[O:5], predict the reactants needed to synthesize it. The reactants are: [F:1][C:2]1[CH:9]=[C:8]([O:10][CH3:11])[CH:7]=[CH:6][C:3]=1[CH:4]=[O:5].S(=O)(=O)(O)O.[N+:17]([O-])([OH:19])=[O:18]. (3) Given the product [CH:16]1([C@H:20]([NH:22][C:23]2[N:31]=[C:30]([C:32]3[O:36][C:35](=[O:37])[NH:34][N:33]=3)[N:29]=[C:28]3[C:24]=2[N:25]([CH2:38][C@H:39]2[CH2:40][CH2:41][C@H:42]([CH3:45])[CH2:43][CH2:44]2)[C:26]([C:72]([C:73]2[CH:78]=[CH:77][CH:76]=[CH:75][CH:74]=2)=[O:79])=[N:27]3)[CH3:21])[CH2:19][CH2:18][CH2:17]1, predict the reactants needed to synthesize it. The reactants are: CC1(C)CCCC(C)(C)N1.[Li]CCCC.[CH:16]1([C@H:20]([NH:22][C:23]2[N:31]=[C:30]([C:32]3[O:36][C:35](=[O:37])[NH:34][N:33]=3)[N:29]=[C:28]3[C:24]=2[N:25]([CH2:38][C@H:39]2[CH2:44][CH2:43][C@H:42]([CH3:45])[CH2:41][CH2:40]2)[CH:26]=[N:27]3)[CH3:21])[CH2:19][CH2:18][CH2:17]1.C1([C@H](NC2N=C(C#N)N=C3C=2N(C[C@H]2CC[C@H](C)CC2)C=N3)C)CCC1.[C:72](Cl)(=[O:79])[C:73]1[CH:78]=[CH:77][CH:76]=[CH:75][CH:74]=1. (4) Given the product [N+:1]([C:4]1[CH:9]=[CH:8][C:7]([O:10][P:14]([CH3:13])(=[O:15])[O:10][C:7]2[CH:8]=[CH:9][C:4]([N+:1]([O-:3])=[O:2])=[CH:5][CH:6]=2)=[CH:6][CH:5]=1)([O-:3])=[O:2], predict the reactants needed to synthesize it. The reactants are: [N+:1]([C:4]1[CH:9]=[CH:8][C:7]([OH:10])=[CH:6][CH:5]=1)([O-:3])=[O:2].[H-].[Na+].[CH3:13][P:14](Cl)(Cl)=[O:15]. (5) The reactants are: Br[C:2]1[CH:7]=[CH:6][C:5]([N:8]2[CH:12]=[C:11]([CH2:13][CH2:14][CH2:15][OH:16])[N:10]=[N:9]2)=[CH:4][CH:3]=1.[N:17]1[CH:22]=[CH:21][CH:20]=[CH:19][C:18]=1/[CH:23]=[CH:24]/[C:25]1[CH:26]=[C:27]([NH2:31])[CH:28]=[CH:29][CH:30]=1.CC(C1C=C(C(C)C)C(C2C=CC=CC=2P(C2CCCCC2)C2CCCCC2)=C(C(C)C)C=1)C.C([O-])([O-])=O.[K+].[K+]. Given the product [N:17]1[CH:22]=[CH:21][CH:20]=[CH:19][C:18]=1[CH:23]=[CH:24][C:25]1[CH:26]=[C:27]([NH:31][C:2]2[CH:7]=[CH:6][C:5]([N:8]3[CH:12]=[C:11]([CH2:13][CH2:14][CH2:15][OH:16])[N:10]=[N:9]3)=[CH:4][CH:3]=2)[CH:28]=[CH:29][CH:30]=1, predict the reactants needed to synthesize it. (6) The reactants are: [C:1](Cl)(=[O:8])[C:2]1[CH:7]=[CH:6][CH:5]=[CH:4][CH:3]=1.Br.[Br:11][CH:12]1[CH2:17][CH2:16][NH:15][CH2:14][CH2:13]1.C(N(CC)CC)C. Given the product [C:1]([N:15]1[CH2:16][CH2:17][CH:12]([Br:11])[CH2:13][CH2:14]1)(=[O:8])[C:2]1[CH:7]=[CH:6][CH:5]=[CH:4][CH:3]=1, predict the reactants needed to synthesize it. (7) Given the product [Cl:1][C:2]1[C:9]([CH3:10])=[C:8]([N:11]2[CH2:12][C:13]([CH3:24])([CH3:23])[CH2:14][CH:15]2[C:16]2[CH:17]=[N:18][CH:19]=[CH:20][CH:21]=2)[CH:7]=[CH:6][C:3]=1[C:4]#[N:5], predict the reactants needed to synthesize it. The reactants are: [Cl:1][C:2]1[C:9]([CH3:10])=[C:8]([NH:11][CH2:12][C:13]([CH3:24])([CH3:23])[CH2:14][CH:15](O)[C:16]2[CH:17]=[N:18][CH:19]=[CH:20][CH:21]=2)[CH:7]=[CH:6][C:3]=1[C:4]#[N:5].S(Cl)(C1C=CC(C)=CC=1)(=O)=O.